This data is from Reaction yield outcomes from USPTO patents with 853,638 reactions. The task is: Predict the reaction yield, written as a fraction of the theoretical maximum amount of product (1.0 means a 100% yield; for example, 0.34 means a 34% yield). (1) The reactants are [CH3:1][N:2]([CH3:11])[S:3]([N:6]1[CH:10]=[CH:9][N:8]=[CH:7]1)(=[O:5])=[O:4].[Li]CCCC.[Si:17](Cl)([C:20]([CH3:23])([CH3:22])[CH3:21])([CH3:19])[CH3:18].[CH:25]1[C:34]2[C:29](=[CH:30][CH:31]=[CH:32][CH:33]=2)[CH:28]=[CH:27][C:26]=1[CH:35]=[O:36]. The catalyst is C1COCC1. The product is [CH3:1][N:2]([CH3:11])[S:3]([N:6]1[CH:10]=[C:9]([CH:35]([OH:36])[C:26]2[CH:27]=[CH:28][C:29]3[C:34](=[CH:33][CH:32]=[CH:31][CH:30]=3)[CH:25]=2)[N:8]=[C:7]1[Si:17]([C:20]([CH3:23])([CH3:22])[CH3:21])([CH3:19])[CH3:18])(=[O:4])=[O:5]. The yield is 0.500. (2) The reactants are C[O:2][C:3]1[C:8]2[C:9]([C:27]3[CH:32]=[CH:31][N:30]=[C:29]([NH:33]C(=O)C)[N:28]=3)=[C:10]3[CH:15]=[CH:14][N:13]=[C:12]([NH:16][S:17]([C:20]4[CH:26]=[CH:25][C:23]([CH3:24])=[CH:22][CH:21]=4)(=[O:19])=[O:18])[N:11]3[C:7]=2[N:6]=[CH:5][CH:4]=1.C([O-])(O)=O.[Na+]. The catalyst is Br. The product is [OH:2][C:3]1[C:8]2[C:9]([C:27]3[CH:32]=[CH:31][N:30]=[C:29]([NH2:33])[N:28]=3)=[C:10]3[CH:15]=[CH:14][N:13]=[C:12]([NH:16][S:17]([C:20]4[CH:21]=[CH:22][C:23]([CH3:24])=[CH:25][CH:26]=4)(=[O:18])=[O:19])[N:11]3[C:7]=2[N:6]=[CH:5][CH:4]=1. The yield is 0.780. (3) The reactants are [I:1][C:2]1[CH:3]=[CH:4][CH:5]=[C:6]2[C:11]=1[NH:10][C:9](=[S:12])[N:8]([CH3:13])[C:7]2=[O:14].[C:15]([O-])([O-])=O.[K+].[K+].CI. The catalyst is C1COCC1. The product is [I:1][C:2]1[CH:3]=[CH:4][CH:5]=[C:6]2[C:11]=1[N:10]=[C:9]([S:12][CH3:15])[N:8]([CH3:13])[C:7]2=[O:14]. The yield is 0.970. (4) The reactants are [C:1]([O:5][C:6]([N:8]1[C@@H:12]([CH3:13])[CH2:11][CH2:10][C@H:9]1[C:14](O)=[O:15])=[O:7])([CH3:4])([CH3:3])[CH3:2].B.CSC.CO. The catalyst is O1CCCC1. The product is [OH:15][CH2:14][C@@H:9]1[CH2:10][CH2:11][C@H:12]([CH3:13])[N:8]1[C:6]([O:5][C:1]([CH3:2])([CH3:4])[CH3:3])=[O:7]. The yield is 0.930. (5) The reactants are I[C:2]1[C:3]([CH3:13])=[CH:4][C:5]([CH3:12])=[C:6]([CH:11]=1)[C:7]([O:9][CH3:10])=[O:8].[CH3:14][N:15](C)C=O. The catalyst is [C-]#N.[C-]#N.[Zn+2].C1C=CC([P]([Pd]([P](C2C=CC=CC=2)(C2C=CC=CC=2)C2C=CC=CC=2)([P](C2C=CC=CC=2)(C2C=CC=CC=2)C2C=CC=CC=2)[P](C2C=CC=CC=2)(C2C=CC=CC=2)C2C=CC=CC=2)(C2C=CC=CC=2)C2C=CC=CC=2)=CC=1. The product is [C:14]([C:2]1[C:3]([CH3:13])=[CH:4][C:5]([CH3:12])=[C:6]([CH:11]=1)[C:7]([O:9][CH3:10])=[O:8])#[N:15]. The yield is 0.930. (6) The reactants are Cl[C:2]1[N:7]=[CH:6][N:5]=[C:4]([NH:8][C@H:9]2[C@@H:13]3[O:14][C:15]([CH3:18])([CH3:17])[O:16][C@@H:12]3[C@@H:11]([CH2:19][OH:20])[CH2:10]2)[CH:3]=1.[NH2:21][C@@H:22]1[C:30]2[C:25](=[CH:26][CH:27]=[CH:28][CH:29]=2)[CH2:24][CH2:23]1. The catalyst is C(Cl)Cl. The product is [C@@H:22]1([NH:21][C:2]2[N:7]=[CH:6][N:5]=[C:4]([NH:8][C@H:9]3[C@@H:13]4[O:14][C:15]([CH3:18])([CH3:17])[O:16][C@@H:12]4[C@@H:11]([CH2:19][OH:20])[CH2:10]3)[CH:3]=2)[C:30]2[C:25](=[CH:26][CH:27]=[CH:28][CH:29]=2)[CH2:24][CH2:23]1. The yield is 0.824. (7) The reactants are [C:1]([O:11][CH:12]([CH3:14])[CH3:13])(=[O:10])/[CH:2]=[CH:3]/[C:4]([O:6][CH:7]([CH3:9])[CH3:8])=[O:5].[C:15]([O:25][CH3:26])(=[O:24])[CH:16]=[CH:17][C:18]1[CH:23]=[CH:22][CH:21]=[CH:20][CH:19]=1.C(OC(OC=C)CCC)=C.C(OOOC(C)(C)C)(=O)C(C)(C)C. The catalyst is O1CCCC1.CO. The product is [C:4]([O:6][CH:7]([CH3:9])[CH3:8])(=[O:5])/[CH:3]=[CH:2]/[C:1]([O:11][CH:12]([CH3:14])[CH3:13])=[O:10].[C:15]([O:25][CH3:26])(=[O:24])[CH:16]=[CH:17][C:18]1[CH:19]=[CH:20][CH:21]=[CH:22][CH:23]=1. The yield is 0.540. (8) The reactants are [CH3:1][O:2][C:3](=[O:18])[CH2:4][C@@H:5]([NH:8][C:9]([C:11]1[C:16]([NH2:17])=[CH:15][CH:14]=[CH:13][N:12]=1)=[O:10])[CH2:6][CH3:7].[C:19](N1C=CN=C1)(N1C=CN=C1)=[O:20].N12CCCN=C1CCCCC2. The catalyst is O1CCCC1.O. The product is [CH3:1][O:2][C:3](=[O:18])[CH2:4][C@@H:5]([N:8]1[C:9](=[O:10])[C:11]2[N:12]=[CH:13][CH:14]=[CH:15][C:16]=2[NH:17][C:19]1=[O:20])[CH2:6][CH3:7]. The yield is 0.910. (9) The reactants are [CH:1]1([NH:4][C:5]([C:7]2[C:8]3[CH:9]=[C:10]([C:20]4[C:25]([Cl:26])=[CH:24][N:23]=[C:22](Cl)[N:21]=4)[N:11]([CH2:16][O:17][CH2:18][CH3:19])[C:12]=3[CH:13]=[CH:14][CH:15]=2)=[O:6])[CH2:3][CH2:2]1.Cl.[NH2:29][C@@H:30]1[CH2:34][CH2:33][CH2:32][C@H:31]1[OH:35].CCN(C(C)C)C(C)C.O. The catalyst is CS(C)=O. The product is [Cl:26][C:25]1[C:20]([C:10]2[N:11]([CH2:16][O:17][CH2:18][CH3:19])[C:12]3[CH:13]=[CH:14][CH:15]=[C:7]([C:5]([NH:4][CH:1]4[CH2:3][CH2:2]4)=[O:6])[C:8]=3[CH:9]=2)=[N:21][C:22]([NH:29][C@@H:30]2[CH2:34][CH2:33][CH2:32][C@H:31]2[OH:35])=[N:23][CH:24]=1. The yield is 0.930. (10) The reactants are [F-:1].C([N+](CCCC)(CCCC)CCCC)CCC.C1COCC1.C(OC([N:31]1[C@H:38]2[C@H:34]([CH2:35][N:36]([CH2:39][C:40]3[CH:45]=[CH:44][CH:43]=[CH:42][CH:41]=3)[CH2:37]2)OS1(=O)=O)=O)(C)(C)C.O.[C:49]1([CH3:59])[CH:54]=[CH:53][C:52]([S:55]([OH:58])(=[O:57])=[O:56])=[CH:51][CH:50]=1. The catalyst is CCOC(C)=O. The product is [S:55]([C:52]1[CH:53]=[CH:54][C:49]([CH3:59])=[CH:50][CH:51]=1)([OH:58])(=[O:57])=[O:56].[S:55]([C:52]1[CH:53]=[CH:54][C:49]([CH3:59])=[CH:50][CH:51]=1)([OH:58])(=[O:57])=[O:56].[CH2:39]([N:36]1[CH2:35][C@@H:34]([F:1])[C@H:38]([NH2:31])[CH2:37]1)[C:40]1[CH:45]=[CH:44][CH:43]=[CH:42][CH:41]=1. The yield is 0.830.